From a dataset of Full USPTO retrosynthesis dataset with 1.9M reactions from patents (1976-2016). Predict the reactants needed to synthesize the given product. (1) Given the product [CH3:1][O:2][CH2:3][C:4]1[S:8][C:7]([NH:9][C:10](=[O:11])[O:12][C:13]([CH3:16])([CH3:15])[CH3:14])=[N:6][N:5]=1, predict the reactants needed to synthesize it. The reactants are: [CH3:1][O:2][CH2:3][C:4]1[S:8][C:7]([NH2:9])=[N:6][N:5]=1.[C:10](O[C:10]([O:12][C:13]([CH3:16])([CH3:15])[CH3:14])=[O:11])([O:12][C:13]([CH3:16])([CH3:15])[CH3:14])=[O:11]. (2) Given the product [C:17]([C:16]1[CH:15]=[CH:14][C:13]([CH:10]2[CH2:9][CH2:8][N:7]([C:5]([C:4]3[CH:21]=[CH:22][C:23]([CH3:24])=[C:2]([NH:1][S:39]([CH2:38][CH2:37][CH2:36][N:27]4[C:28](=[O:35])[C:29]5[C:34](=[CH:33][CH:32]=[CH:31][CH:30]=5)[C:26]4=[O:25])(=[O:40])=[O:41])[CH:3]=3)=[O:6])[CH2:12][CH2:11]2)=[CH:20][CH:19]=1)#[N:18], predict the reactants needed to synthesize it. The reactants are: [NH2:1][C:2]1[CH:3]=[C:4]([CH:21]=[CH:22][C:23]=1[CH3:24])[C:5]([N:7]1[CH2:12][CH2:11][CH:10]([C:13]2[CH:20]=[CH:19][C:16]([C:17]#[N:18])=[CH:15][CH:14]=2)[CH2:9][CH2:8]1)=[O:6].[O:25]=[C:26]1[C:34]2[C:29](=[CH:30][CH:31]=[CH:32][CH:33]=2)[C:28](=[O:35])[N:27]1[CH2:36][CH2:37][CH2:38][S:39](Cl)(=[O:41])=[O:40]. (3) Given the product [CH3:18][C:15]1[CH:16]=[CH:17][C:9]2[O:7][C:4]3([CH2:5][CH2:6][NH:1][CH2:2][CH2:3]3)[NH:13][C:11](=[O:12])[C:10]=2[CH:14]=1, predict the reactants needed to synthesize it. The reactants are: [NH:1]1[CH2:6][CH2:5][C:4](=[O:7])[CH2:3][CH2:2]1.O[C:9]1[CH:17]=[CH:16][C:15]([CH3:18])=[CH:14][C:10]=1[C:11]([NH2:13])=[O:12].N1CCOCC1. (4) Given the product [C:1]([NH3+:5])([CH3:4])([CH3:3])[CH3:2].[C:6]12([CH2:16][O:17][C:18]([C:20]([F:25])([F:24])[S:21]([O-:31])(=[O:23])=[O:22])=[O:19])[CH2:15][CH:10]3[CH2:9][CH:8]([CH2:14][CH:12]([CH2:11]3)[CH2:13]1)[CH2:7]2, predict the reactants needed to synthesize it. The reactants are: [C:1]([NH3+:5])([CH3:4])([CH3:3])[CH3:2].[C:6]12([CH2:16][O:17][C:18]([C:20]([F:25])([F:24])[S:21]([O-:23])=[O:22])=[O:19])[CH2:15][CH:10]3[CH2:11][CH:12]([CH2:14][CH:8]([CH2:9]3)[CH2:7]1)[CH2:13]2.ClC1C=C(C=CC=1)C(O)=[O:31]. (5) Given the product [CH2:23]([Si:22]([CH2:27][CH3:28])([CH2:25][CH3:26])[O:5][C:3](/[C:2](/[CH3:1])=[CH:6]/[CH2:7][CH3:8])=[CH2:4])[CH3:24], predict the reactants needed to synthesize it. The reactants are: [CH3:1]/[C:2](=[CH:6]\[CH2:7][CH3:8])/[C:3](=[O:5])[CH3:4].C(N(CC)CC)C.FC(F)(F)S(O[Si:22]([CH2:27][CH3:28])([CH2:25][CH3:26])[CH2:23][CH3:24])(=O)=O. (6) Given the product [CH3:8][C:6]1[CH:7]=[C:2]([C:22]2[CH:21]=[CH:20][C:19]([N:16]3[CH2:15][CH2:14][O:13][CH2:18][CH2:17]3)=[CH:24][CH:23]=2)[C:3]2[N:4]([N:9]=[C:10]([NH2:12])[N:11]=2)[CH:5]=1, predict the reactants needed to synthesize it. The reactants are: Br[C:2]1[C:3]2[N:4]([N:9]=[C:10]([NH2:12])[N:11]=2)[CH:5]=[C:6]([CH3:8])[CH:7]=1.[O:13]1[CH2:18][CH2:17][N:16]([C:19]2[CH:24]=[CH:23][C:22](B(O)O)=[CH:21][CH:20]=2)[CH2:15][CH2:14]1. (7) Given the product [CH:29]1([O:32][C:33]2[CH:34]=[C:35]([C:2]3[N:19]([CH2:20][O:21][CH2:22][CH2:23][Si:24]([CH3:27])([CH3:26])[CH3:25])[C:5]4[CH:6]=[N:7][N:8]([CH2:11][O:12][CH2:13][CH2:14][Si:15]([CH3:18])([CH3:16])[CH3:17])[C:9](=[O:10])[C:4]=4[C:3]=3[CH3:28])[CH:36]=[CH:37][C:38]=2[O:39][CH:40]([F:41])[F:42])[CH2:30][CH2:31]1, predict the reactants needed to synthesize it. The reactants are: Br[C:2]1[N:19]([CH2:20][O:21][CH2:22][CH2:23][Si:24]([CH3:27])([CH3:26])[CH3:25])[C:5]2[CH:6]=[N:7][N:8]([CH2:11][O:12][CH2:13][CH2:14][Si:15]([CH3:18])([CH3:17])[CH3:16])[C:9](=[O:10])[C:4]=2[C:3]=1[CH3:28].[CH:29]1([O:32][C:33]2[CH:34]=[C:35](B3OC(C)(C)C(C)(C)O3)[CH:36]=[CH:37][C:38]=2[O:39][CH:40]([F:42])[F:41])[CH2:31][CH2:30]1.C1(C)C=CC=CC=1.P([O-])([O-])([O-])=O.[K+].[K+].[K+]. (8) The reactants are: [C:1]1([SH:7])[CH:6]=[CH:5][CH:4]=[CH:3][CH:2]=1.C(=O)([O-])[O-].[Cs+].[Cs+].[F-].[Cs+].Cl[CH2:17][C:18]1[CH:23]=[CH:22][CH:21]=[CH:20][N:19]=1. Given the product [C:1]1([S:7][CH2:17][C:18]2[CH:23]=[CH:22][CH:21]=[CH:20][N:19]=2)[CH:6]=[CH:5][CH:4]=[CH:3][CH:2]=1, predict the reactants needed to synthesize it. (9) Given the product [O:27]=[S:2]1(=[O:1])[CH2:3][CH2:4][N:5]([C:8]2[N:13]=[C:12]3[NH:14][CH:15]=[C:16]([C:28]#[N:29])[C:11]3=[CH:10][CH:9]=2)[CH2:6][CH2:7]1, predict the reactants needed to synthesize it. The reactants are: [O:1]=[S:2]1(=[O:27])[CH2:7][CH2:6][N:5]([C:8]2[N:13]=[C:12]3[N:14]([Si](C(C)C)(C(C)C)C(C)C)[CH:15]=[CH:16][C:11]3=[CH:10][CH:9]=2)[CH2:4][CH2:3]1.[CH3:28][N:29](C=O)C.ClS(N=C=O)(=O)=O.CCOC(C)=O.